From a dataset of Forward reaction prediction with 1.9M reactions from USPTO patents (1976-2016). Predict the product of the given reaction. (1) Given the reactants [CH3:1][O:2][C:3](=[O:30])[CH2:4][C:5]1[CH:10]=[CH:9][C:8]([C:11]#[C:12][C:13]2[CH:18]=[C:17]([C:19]([CH3:22])([CH3:21])[CH3:20])[C:16]([O:23][CH:24]([CH3:26])[CH3:25])=[C:15]([CH2:27]O)[C:14]=2[CH3:29])=[CH:7][CH:6]=1.C1(P(C2C=CC=CC=2)C2C=CC=CC=2)C=CC=CC=1.[Br:50]N1C(=O)CCC1=O, predict the reaction product. The product is: [CH3:1][O:2][C:3](=[O:30])[CH2:4][C:5]1[CH:10]=[CH:9][C:8]([C:11]#[C:12][C:13]2[CH:18]=[C:17]([C:19]([CH3:22])([CH3:21])[CH3:20])[C:16]([O:23][CH:24]([CH3:26])[CH3:25])=[C:15]([CH2:27][Br:50])[C:14]=2[CH3:29])=[CH:7][CH:6]=1. (2) Given the reactants [C:1]1([CH:8]=[CH:7][C:5]([OH:6])=[CH:4][CH:3]=1)[OH:2].F[C:10]1[CH:17]=[CH:16][C:13]([C:14]#[N:15])=[CH:12][CH:11]=1.C(=O)([O-])[O-].[K+].[K+], predict the reaction product. The product is: [C:14]([C:13]1[CH:16]=[CH:17][C:10]([O:2][C:1]2[CH:8]=[CH:7][C:5]([OH:6])=[CH:4][CH:3]=2)=[CH:11][CH:12]=1)#[N:15]. (3) The product is: [I:28][C:18]1[CH:17]=[N:16][C:15]([NH2:19])=[C:14]2[O:20][C:11]([C:6]3[CH:7]=[CH:8][CH:9]=[C:10]4[C:5]=3[CH:4]=[CH:3][N:2]=[CH:1]4)=[CH:12][C:13]=12. Given the reactants [CH:1]1[C:10]2[C:5](=[C:6]([C:11]3[O:20][C:14]4=[C:15]([NH2:19])[N:16]=[CH:17][CH:18]=[C:13]4[CH:12]=3)[CH:7]=[CH:8][CH:9]=2)[CH:4]=[CH:3][N:2]=1.C1C(=O)N([I:28])C(=O)C1, predict the reaction product. (4) Given the reactants [CH3:1][C:2]1[NH:3][C:4]2[CH2:5][C:6]([CH3:13])([CH3:12])[CH2:7][C:8](=[O:11])[C:9]=2[CH:10]=1.[Br:14][C:15]1[N:22]=[CH:21][CH:20]=[CH:19][C:16]=1[CH:17]=[O:18].[OH-].[Na+], predict the reaction product. The product is: [Br:14][C:15]1[C:16]([CH:17]([OH:18])[C:10]2[C:9]3[C:8](=[O:11])[CH2:7][C:6]([CH3:13])([CH3:12])[CH2:5][C:4]=3[NH:3][C:2]=2[CH3:1])=[CH:19][CH:20]=[CH:21][N:22]=1. (5) Given the reactants CC(C)([O-])C.[K+].Br[C:8]1[CH:13]=[CH:12][C:11]([I:14])=[CH:10][N:9]=1.[CH2:15]([OH:24])[CH2:16][O:17][CH2:18][CH2:19][O:20][CH2:21][CH2:22][OH:23], predict the reaction product. The product is: [I:14][C:11]1[CH:12]=[CH:13][C:8]([O:24][CH2:15][CH2:16][O:17][CH2:18][CH2:19][O:20][CH2:21][CH2:22][OH:23])=[N:9][CH:10]=1. (6) Given the reactants [Br:1][C:2]1[C:3]([CH3:10])=[C:4]([C:7]([OH:9])=O)[S:5][CH:6]=1.Cl.[NH2:12][C:13]1[CH:14]=[C:15]([CH:22]=[CH:23][C:24]=1[CH3:25])[C:16]([NH:18][CH:19]1[CH2:21][CH2:20]1)=[O:17], predict the reaction product. The product is: [Br:1][C:2]1[C:3]([CH3:10])=[C:4]([C:7]([NH:12][C:13]2[CH:14]=[C:15]([C:16](=[O:17])[NH:18][CH:19]3[CH2:21][CH2:20]3)[CH:22]=[CH:23][C:24]=2[CH3:25])=[O:9])[S:5][CH:6]=1. (7) Given the reactants Br[CH2:2][C:3]1[C:10]([CH2:11]Br)=[CH:9][CH:8]=[CH:7][C:4]=1[C:5]#[N:6].[CH2:13]([NH2:20])[C:14]1[CH:19]=[CH:18][CH:17]=[CH:16][CH:15]=1.C(=O)([O-])[O-].[Na+].[Na+], predict the reaction product. The product is: [C:14]1([CH2:13][N:20]2[CH2:2][C:3]3[C:4]([C:5]#[N:6])=[CH:7][CH:8]=[CH:9][C:10]=3[CH2:11]2)[CH:19]=[CH:18][CH:17]=[CH:16][CH:15]=1.